This data is from Reaction yield outcomes from USPTO patents with 853,638 reactions. The task is: Predict the reaction yield, written as a fraction of the theoretical maximum amount of product (1.0 means a 100% yield; for example, 0.34 means a 34% yield). (1) The reactants are ClCCl.Cl.Cl.[O:6]1[CH2:11][CH2:10][N:9]([CH2:12][C:13]2[CH:14]=[CH:15][C:16]3[C:25]4[NH:24][CH2:23][CH2:22][CH2:21][C:20]=4[C:19](=[O:26])[NH:18][C:17]=3[CH:27]=2)[CH2:8][CH2:7]1.C(N(CC)CC)C. The catalyst is CO. The product is [O:6]1[CH2:7][CH2:8][N:9]([CH2:12][C:13]2[CH:14]=[CH:15][C:16]3[C:25]4[NH:24][CH2:23][CH2:22][CH2:21][C:20]=4[C:19](=[O:26])[NH:18][C:17]=3[CH:27]=2)[CH2:10][CH2:11]1. The yield is 0.930. (2) The reactants are C(NC(C)C)(C)C.C([Li])CCC.[C:13]1([C:23]2[CH:28]=[CH:27][CH:26]=[CH:25][CH:24]=2)[CH:18]=[CH:17][C:16]([CH2:19][C:20]([OH:22])=[O:21])=[CH:15][CH:14]=1.I[CH2:30][CH:31]1[CH2:35][CH2:34][CH2:33][CH2:32]1. The catalyst is O1CCCC1.CN1CCCN(C)C1=O. The product is [C:13]1([C:23]2[CH:24]=[CH:25][CH:26]=[CH:27][CH:28]=2)[CH:14]=[CH:15][C:16]([CH:19]([CH2:30][CH:31]2[CH2:35][CH2:34][CH2:33][CH2:32]2)[C:20]([OH:22])=[O:21])=[CH:17][CH:18]=1. The yield is 0.740. (3) The reactants are [N+:1]([C:4]1[CH:5]=[N:6][C:7]([S:10]([CH3:13])(=[O:12])=[O:11])=[CH:8][CH:9]=1)([O-])=O.C(O)(=O)C.C(OCC)(=O)C.CCCCCC.C(=O)(O)[O-].[Na+]. The catalyst is O.[Fe].C(OCC)(=O)C. The product is [NH2:1][C:4]1[CH:5]=[N:6][C:7]([S:10]([CH3:13])(=[O:12])=[O:11])=[CH:8][CH:9]=1. The yield is 0.705. (4) The reactants are [F:1][C:2]1[CH:3]=[C:4]([NH2:12])[CH:5]=[CH:6][C:7]=1[C:8]([F:11])([F:10])[F:9].[C:13](OC(=O)C)(=[O:15])[CH3:14]. The yield is 0.810. The catalyst is CN(C1C=CN=CC=1)C.C1(C)C=CC=CC=1. The product is [F:1][C:2]1[CH:3]=[C:4]([NH:12][C:13](=[O:15])[CH3:14])[CH:5]=[CH:6][C:7]=1[C:8]([F:10])([F:11])[F:9]. (5) The catalyst is C(Cl)Cl.C1COCC1.O. The reactants are [NH2:1][C:2]1[CH:27]=[CH:26][C:5]2[NH:6][C:7]([C:9]3[CH:10]=[CH:11][C:12]4[CH:13]=[C:14]5[C:21](=[O:22])[NH:20][CH2:19][C:18]6([CH2:25][CH2:24][CH2:23]6)[N:15]5[C:16]=4[CH:17]=3)=[N:8][C:4]=2[CH:3]=1.C(N(C(C)C)CC)(C)C.[C:37](Cl)(=[O:40])[CH:38]=[CH2:39]. The product is [O:22]=[C:21]1[C:14]2=[CH:13][C:12]3[CH:11]=[CH:10][C:9]([C:7]4[NH:6][C:5]5[CH:26]=[CH:27][C:2]([NH:1][C:37](=[O:40])[CH:38]=[CH2:39])=[CH:3][C:4]=5[N:8]=4)=[CH:17][C:16]=3[N:15]2[C:18]2([CH2:23][CH2:24][CH2:25]2)[CH2:19][NH:20]1. The yield is 0.0500. (6) The reactants are N(C(C)C)C(C)C.[Br:8][C:9]1[CH:14]=[CH:13][C:12]([O:15][CH3:16])=[CH:11][N:10]=1.[Li+].CC([N-]C(C)C)C.[C:25](=[O:27])=[O:26].[OH-].[Na+]. The catalyst is C1COCC1. The product is [Br:8][C:9]1[CH:14]=[C:13]([C:12]([O:15][CH3:16])=[CH:11][N:10]=1)[C:25]([OH:27])=[O:26]. The yield is 0.830. (7) The reactants are Cl.[NH2:2][C@@H:3]([CH2:8][CH2:9][CH:10]([CH2:15][C:16]1[CH:21]=[CH:20][C:19]([OH:22])=[CH:18][CH:17]=1)[C:11]([O:13][CH3:14])=[O:12])[C:4]([O:6][CH3:7])=[O:5].[H-].[Na+].Br[CH2:26][F:27].O. The catalyst is CN(C=O)C. The product is [NH2:2][C@@H:3]([CH2:8][CH2:9][CH:10]([CH2:15][C:16]1[CH:17]=[CH:18][C:19]([O:22][CH2:26][F:27])=[CH:20][CH:21]=1)[C:11]([O:13][CH3:14])=[O:12])[C:4]([O:6][CH3:7])=[O:5]. The yield is 0.208. (8) The reactants are [Br:1][C:2]1[CH:7]=[CH:6][C:5]([CH2:8][C:9]([N:11]([CH2:18][CH2:19][C:20]2[CH:25]=[CH:24][CH:23]=[C:22]([O:26][CH3:27])[CH:21]=2)[C:12]2[CH:17]=[CH:16][CH:15]=[CH:14][CH:13]=2)=O)=[CH:4][CH:3]=1.[I-].[K+].[BH4-].[Na+]. The catalyst is P(Cl)(Cl)(Cl)=O. The product is [Br:1][C:2]1[CH:7]=[CH:6][C:5]([CH2:8][CH:9]2[C:25]3[C:20](=[CH:21][C:22]([O:26][CH3:27])=[CH:23][CH:24]=3)[CH2:19][CH2:18][N:11]2[C:12]2[CH:17]=[CH:16][CH:15]=[CH:14][CH:13]=2)=[CH:4][CH:3]=1. The yield is 0.210.